From a dataset of Catalyst prediction with 721,799 reactions and 888 catalyst types from USPTO. Predict which catalyst facilitates the given reaction. Reactant: [CH3:1][N:2]1[CH2:7][CH2:6][C:5]2[NH:8][C:9]3[C:14]([C:4]=2[CH2:3]1)=[CH:13][CH:12]=[CH:11][N:10]=3.[H-].[Na+].CC1C=CC(S(O[CH2:28][CH2:29][C:30]2[CH:31]=[N:32][C:33]([CH3:36])=[CH:34][CH:35]=2)(=O)=O)=CC=1. Product: [CH3:1][N:2]1[CH2:7][CH2:6][C:5]2[N:8]([CH2:28][CH2:29][C:30]3[CH:31]=[N:32][C:33]([CH3:36])=[CH:34][CH:35]=3)[C:9]3[C:14]([C:4]=2[CH2:3]1)=[CH:13][CH:12]=[CH:11][N:10]=3. The catalyst class is: 18.